This data is from Forward reaction prediction with 1.9M reactions from USPTO patents (1976-2016). The task is: Predict the product of the given reaction. (1) Given the reactants C(=O)([O-])[O-].[Cs+].[Cs+].O.Br[C:9]1[C:10]([C:16]([F:19])([F:18])[F:17])=[CH:11][C:12]([NH2:15])=[N:13][CH:14]=1.CC1(C)C(C)(C)OB([C:28]2[N:33]=[C:32]([N:34]3[CH2:39][CH2:38][O:37][CH2:36][CH2:35]3)[N:31]=[C:30]([N:40]3[CH2:45][CH2:44][O:43][CH2:42][CH2:41]3)[CH:29]=2)O1, predict the reaction product. The product is: [N:34]1([C:32]2[N:33]=[C:28]([C:9]3[C:10]([C:16]([F:19])([F:18])[F:17])=[CH:11][C:12]([NH2:15])=[N:13][CH:14]=3)[CH:29]=[C:30]([N:40]3[CH2:45][CH2:44][O:43][CH2:42][CH2:41]3)[N:31]=2)[CH2:39][CH2:38][O:37][CH2:36][CH2:35]1. (2) Given the reactants [F:1][C:2]([F:8])([F:7])[S:3]([O-:6])(=[O:5])=[O:4].[OH:9][C@@H:10]([C@H:12]1[C:42](=[O:43])[N:14]2[C:15]([C:29]([O:31][CH2:32][C:33]3[CH:38]=[CH:37][C:36]([N+:39]([O-:41])=[O:40])=[CH:35][CH:34]=3)=[O:30])=[C:16]([C:18]3[S:22][C:21]4=[C:23]([S:27][CH3:28])[N:24]([CH3:26])[CH:25]=[N+:20]4[CH:19]=3)[CH2:17][C@H:13]12)[CH3:11].ClC1C=CC=C(C(OO)=[O:52])C=1.CO, predict the reaction product. The product is: [F:1][C:2]([F:8])([F:7])[S:3]([O-:6])(=[O:5])=[O:4].[OH:9][C@@H:10]([C@H:12]1[C:42](=[O:43])[N:14]2[C:15]([C:29]([O:31][CH2:32][C:33]3[CH:34]=[CH:35][C:36]([N+:39]([O-:41])=[O:40])=[CH:37][CH:38]=3)=[O:30])=[C:16]([C:18]3[S:22][C:21]4=[C:23]([S:27]([CH3:28])=[O:52])[N:24]([CH3:26])[CH:25]=[N+:20]4[CH:19]=3)[CH2:17][C@H:13]12)[CH3:11]. (3) Given the reactants [F:1][C:2]1[CH:3]=[C:4]([C@H:8]2[CH2:12][CH2:11][CH2:10][N:9]2[C:13]2[CH:18]=[CH:17][N:16]3[N:19]=[CH:20][C:21]([C:22]([OH:24])=O)=[C:15]3[N:14]=2)[CH:5]=[N:6][CH:7]=1.CN(C(ON1N=NC2C=CC=NC1=2)=[N+](C)C)C.F[P-](F)(F)(F)(F)F.FC(F)(F)C(O)=O.[CH3:56][C:57]1([OH:61])[CH2:60][NH:59][CH2:58]1.CCN(C(C)C)C(C)C, predict the reaction product. The product is: [F:1][C:2]1[CH:3]=[C:4]([C@H:8]2[CH2:12][CH2:11][CH2:10][N:9]2[C:13]2[CH:18]=[CH:17][N:16]3[N:19]=[CH:20][C:21]([C:22]([N:59]4[CH2:60][C:57]([OH:61])([CH3:56])[CH2:58]4)=[O:24])=[C:15]3[N:14]=2)[CH:5]=[N:6][CH:7]=1. (4) The product is: [CH3:1][C:2]1[C:10]([O:11][C:12]2[CH:20]=[CH:19][C:15]([C:16]([NH2:18])=[O:17])=[CH:14][N:13]=2)=[CH:9][CH:8]=[C:7]2[C:3]=1[CH2:4][CH2:5][CH:6]2[NH:30][CH2:22][CH2:23][C:24]1[CH:29]=[CH:28][CH:27]=[CH:26][CH:25]=1. Given the reactants [CH3:1][C:2]1[C:10]([O:11][C:12]2[CH:20]=[CH:19][C:15]([C:16]([NH2:18])=[O:17])=[CH:14][N:13]=2)=[CH:9][CH:8]=[C:7]2[C:3]=1[CH2:4][CH2:5][C:6]2=O.[CH2:22]([NH2:30])[CH2:23][C:24]1[CH:29]=[CH:28][CH:27]=[CH:26][CH:25]=1.[BH3-]C#N.[Na+], predict the reaction product.